Task: Predict the reaction yield, written as a fraction of the theoretical maximum amount of product (1.0 means a 100% yield; for example, 0.34 means a 34% yield).. Dataset: Reaction yield outcomes from USPTO patents with 853,638 reactions The reactants are C([O:5][C:6](=[O:39])[CH2:7][NH:8][CH:9]1[CH2:14][CH2:13][CH:12]([CH2:15][NH:16][C:17]2[C:22]([N+:23]([O-:25])=[O:24])=[CH:21][N:20]=[C:19]([NH:26][CH2:27][C:28]3[CH:33]=[CH:32][CH:31]=[CH:30][C:29]=3[O:34][C:35]([F:38])([F:37])[F:36])[N:18]=2)[CH2:11][CH2:10]1)(C)(C)C.C(O)(C(F)(F)F)=O. The catalyst is C(Cl)Cl. The product is [N+:23]([C:22]1[C:17]([NH:16][CH2:15][C@H:12]2[CH2:13][CH2:14][C@H:9]([NH:8][CH2:7][C:6]([OH:39])=[O:5])[CH2:10][CH2:11]2)=[N:18][C:19]([NH:26][CH2:27][C:28]2[CH:33]=[CH:32][CH:31]=[CH:30][C:29]=2[O:34][C:35]([F:38])([F:37])[F:36])=[N:20][CH:21]=1)([O-:25])=[O:24]. The yield is 0.850.